This data is from Full USPTO retrosynthesis dataset with 1.9M reactions from patents (1976-2016). The task is: Predict the reactants needed to synthesize the given product. (1) Given the product [CH2:1]([O:5][CH2:6][CH2:7][O:8][C:9]1[CH:10]=[CH:11][C:12]([C:15]2[CH:16]=[CH:17][C:18]3[N:24]([CH2:25][CH:26]([CH3:27])[CH3:28])[CH2:23][CH2:22][C:21]([C:29]([NH:31][C:32]4[CH:33]=[CH:34][C:35]5[N:39]=[C:38]([S:40]([CH2:41][C:42]6[N:46]([CH2:47][CH2:48][CH3:49])[CH:45]=[N:44][CH:43]=6)=[O:61])[N:37]([CH3:50])[C:36]=5[CH:51]=4)=[O:30])=[CH:20][C:19]=3[CH:52]=2)=[CH:13][CH:14]=1)[CH2:2][CH2:3][CH3:4], predict the reactants needed to synthesize it. The reactants are: [CH2:1]([O:5][CH2:6][CH2:7][O:8][C:9]1[CH:14]=[CH:13][C:12]([C:15]2[CH:16]=[CH:17][C:18]3[N:24]([CH2:25][CH:26]([CH3:28])[CH3:27])[CH2:23][CH2:22][C:21]([C:29]([NH:31][C:32]4[CH:33]=[CH:34][C:35]5[N:39]=[C:38]([S:40][CH2:41][C:42]6[N:46]([CH2:47][CH2:48][CH3:49])[CH:45]=[N:44][CH:43]=6)[N:37]([CH3:50])[C:36]=5[CH:51]=4)=[O:30])=[CH:20][C:19]=3[CH:52]=2)=[CH:11][CH:10]=1)[CH2:2][CH2:3][CH3:4].ClC1C=CC=C(C(OO)=[O:61])C=1.CSC.O. (2) Given the product [Cl:19][CH2:20][CH2:21][CH2:22][C:14]1([C:17]#[N:18])[CH2:15][CH2:16][O:11][CH2:12][CH2:13]1, predict the reactants needed to synthesize it. The reactants are: [Li+].C[Si]([N-][Si](C)(C)C)(C)C.[O:11]1[CH2:16][CH2:15][CH:14]([C:17]#[N:18])[CH2:13][CH2:12]1.[Cl:19][CH2:20][CH2:21][CH2:22]I.